This data is from Forward reaction prediction with 1.9M reactions from USPTO patents (1976-2016). The task is: Predict the product of the given reaction. (1) The product is: [C:32]([C:36]1[CH:37]=[C:38]2[C:43](=[CH:44][CH:45]=1)[C:42](=[O:46])[N:41]([C:8]1[C:3]([CH:1]=[O:2])=[C:4]([N:10]3[CH:14]=[C:13]([C:15]#[N:16])[C:12]([NH:17][C:18]4[CH:23]=[CH:22][C:21]([C:24]([N:26]5[CH2:31][CH2:30][O:29][CH2:28][CH2:27]5)=[O:25])=[CH:20][CH:19]=4)=[N:11]3)[CH:5]=[CH:6][CH:7]=1)[N:40]=[CH:39]2)([CH3:35])([CH3:33])[CH3:34]. Given the reactants [CH:1]([C:3]1[C:8](I)=[CH:7][CH:6]=[CH:5][C:4]=1[N:10]1[CH:14]=[C:13]([C:15]#[N:16])[C:12]([NH:17][C:18]2[CH:23]=[CH:22][C:21]([C:24]([N:26]3[CH2:31][CH2:30][O:29][CH2:28][CH2:27]3)=[O:25])=[CH:20][CH:19]=2)=[N:11]1)=[O:2].[C:32]([C:36]1[CH:37]=[C:38]2[C:43](=[CH:44][CH:45]=1)[C:42](=[O:46])[NH:41][N:40]=[CH:39]2)([CH3:35])([CH3:34])[CH3:33].C(=O)(O)[O-].[Na+], predict the reaction product. (2) Given the reactants [CH2:1]([C:3]1[NH:7][C:6]([C:8]([C:10]2[CH:17]=[CH:16][C:13]([C:14]#[N:15])=[CH:12][CH:11]=2)=[O:9])=[CH:5][CH:4]=1)[CH3:2].[H-].[Na+].[NH2:20]OC1C=CC([N+]([O-])=O)=CC=1[N+]([O-])=O, predict the reaction product. The product is: [NH2:20][N:7]1[C:3]([CH2:1][CH3:2])=[CH:4][CH:5]=[C:6]1[C:8]([C:10]1[CH:11]=[CH:12][C:13]([C:14]#[N:15])=[CH:16][CH:17]=1)=[O:9]. (3) Given the reactants [N:1]1[CH:6]=[CH:5][C:4]([C:7]2[NH:16][C:15](=O)[C:14]3[C:9](=[CH:10][CH:11]=[CH:12][CH:13]=3)[N:8]=2)=[CH:3][CH:2]=1.P(Cl)(Cl)(Cl)(Cl)[Cl:19].O=P(Cl)(Cl)Cl, predict the reaction product. The product is: [Cl:19][C:15]1[C:14]2[C:9](=[CH:10][CH:11]=[CH:12][CH:13]=2)[N:8]=[C:7]([C:4]2[CH:5]=[CH:6][N:1]=[CH:2][CH:3]=2)[N:16]=1. (4) Given the reactants [CH2:1]([N:3]1[C:12]2[C:7](=[CH:8][C:9]([N+:13]([O-])=O)=[CH:10][CH:11]=2)[C:6](=[O:16])[N:5]([CH2:17][C:18]([N:20]([CH3:22])[CH3:21])=[O:19])[C:4]1=[O:23])[CH3:2].[H][H], predict the reaction product. The product is: [NH2:13][C:9]1[CH:8]=[C:7]2[C:12](=[CH:11][CH:10]=1)[N:3]([CH2:1][CH3:2])[C:4](=[O:23])[N:5]([CH2:17][C:18]([N:20]([CH3:22])[CH3:21])=[O:19])[C:6]2=[O:16]. (5) Given the reactants [CH2:1]([CH:3]([C:6]1[N:11]2[N:12]=[C:13]([CH3:22])[C:14]([C:15]3[S:19][C:18](Cl)=[N:17][C:16]=3[Cl:21])=[C:10]2[N:9]=[C:8]([CH3:23])[CH:7]=1)[CH2:4][CH3:5])[CH3:2].CC(O)C.[NH:28]1[CH2:33][CH2:32][O:31][CH2:30][CH2:29]1, predict the reaction product. The product is: [CH2:1]([CH:3]([C:6]1[N:11]2[N:12]=[C:13]([CH3:22])[C:14]([C:15]3[S:19][C:18]([N:28]4[CH2:33][CH2:32][O:31][CH2:30][CH2:29]4)=[N:17][C:16]=3[Cl:21])=[C:10]2[N:9]=[C:8]([CH3:23])[CH:7]=1)[CH2:4][CH3:5])[CH3:2].